From a dataset of Peptide-MHC class I binding affinity with 185,985 pairs from IEDB/IMGT. Regression. Given a peptide amino acid sequence and an MHC pseudo amino acid sequence, predict their binding affinity value. This is MHC class I binding data. The peptide sequence is NPKASTISW. The MHC is HLA-B54:01 with pseudo-sequence HLA-B54:01. The binding affinity (normalized) is 0.180.